This data is from Drug-target binding data from BindingDB using IC50 measurements. The task is: Regression. Given a target protein amino acid sequence and a drug SMILES string, predict the binding affinity score between them. We predict pIC50 (pIC50 = -log10(IC50 in M); higher means more potent). Dataset: bindingdb_ic50. The compound is CCOc1ccc2cc(-c3nn(C(C)(C)C)c(N)c3C(N)=O)cnc2c1. The target protein sequence is MEEDDNLKKGNERNKKKAIFSNDDFTGEDSLMEDHLELREKLSEDIDMIKTSLKNNLVCSTLNDNEILTLSNYMQFFVFKSGNLVIKQGEKGSYFFIINSGKFDVYVNDKKVKTMGKGSSFGEAALIHNTQRSATIIAETDGTLWGVQRSTFRATLKQLSNRNFNENRTFIDSVSVFDMLTEAQKNMITNACVIQNFKSGETIVKQGDYGDVLYILKEGKATVYINDEEIRVLEKGSYFGERALLYDEPRSATIIAKEPTACASICRKLLNIVLGNLQVVLFRNIMTEALQQSEIFKQFSGDQLNDLADTAIVRDYPANYNILHKDKVKSVKYIIVLEGKVELFLDDTSIGILSRGMSFGDQYVLNQKQPFKHTIKSLEVCKIALITETCLADCLGNNNIDASIDYNNKKSIIKKMYIFRYLTDKQCNLLIEAFRTTRYEEGDYIIQEGEVGSRFYIIKNGEVEIVKNKKRLRTLGKNDYFGERALLYDEPRTASVISKV.... The pIC50 is 5.7.